From a dataset of Peptide-MHC class II binding affinity with 134,281 pairs from IEDB. Regression. Given a peptide amino acid sequence and an MHC pseudo amino acid sequence, predict their binding affinity value. This is MHC class II binding data. (1) The binding affinity (normalized) is 0. The MHC is H-2-IAk with pseudo-sequence H-2-IAk. The peptide sequence is LVSLVTFMIAATYNFAVLKL. (2) The peptide sequence is VAIKSLTERLYVGGPLTNSR. The MHC is DRB1_0405 with pseudo-sequence DRB1_0405. The binding affinity (normalized) is 0.433. (3) The peptide sequence is LNYRPLLPKDRRMII. The MHC is DRB5_0101 with pseudo-sequence DRB5_0101. The binding affinity (normalized) is 0.848.